From a dataset of Catalyst prediction with 721,799 reactions and 888 catalyst types from USPTO. Predict which catalyst facilitates the given reaction. Reactant: C[O:2][C:3](=[O:19])[C:4]1[CH:9]=[CH:8][CH:7]=[C:6]([CH2:10][O:11][C:12]2[CH:17]=[CH:16][C:15](I)=[CH:14][CH:13]=2)[CH:5]=1.O1CCOCC1.C(=O)([O-])[O-].[K+].[K+].[NH2:32][C:33]([C:35]1[CH:36]=[C:37](B(O)O)[CH:38]=[CH:39][CH:40]=1)=[O:34]. Product: [C:33]([C:35]1[CH:40]=[C:39]([C:15]2[CH:16]=[CH:17][C:12]([O:11][CH2:10][C:6]3[CH:5]=[C:4]([CH:9]=[CH:8][CH:7]=3)[C:3]([OH:2])=[O:19])=[CH:13][CH:14]=2)[CH:38]=[CH:37][CH:36]=1)(=[O:34])[NH2:32]. The catalyst class is: 6.